From a dataset of Retrosynthesis with 50K atom-mapped reactions and 10 reaction types from USPTO. Predict the reactants needed to synthesize the given product. (1) Given the product COc1cc2nccc(Oc3ccc(NC(=O)Nc4cccc(C(=O)O)c4)cc3)c2cc1OC, predict the reactants needed to synthesize it. The reactants are: CCOC(=O)c1cccc(NC(=O)Nc2ccc(Oc3ccnc4cc(OC)c(OC)cc34)cc2)c1. (2) Given the product O=C(Nc1ccc(-n2ccc3cc(-c4ccc(Cl)cc4)sc3c2=O)cc1)C1CCNC1, predict the reactants needed to synthesize it. The reactants are: CC(C)(C)OC(=O)N1CCC(C(=O)Nc2ccc(-n3ccc4cc(-c5ccc(Cl)cc5)sc4c3=O)cc2)C1. (3) The reactants are: C[C@]12CCC3C(CC[C@H]4C[C@@H](O)CC[C@]34C)C1CC=C2n1cnc2ccccc21. Given the product C[C@]12CCC3C(CC[C@H]4CC(=O)CC[C@]34C)C1CC=C2n1cnc2ccccc21, predict the reactants needed to synthesize it. (4) Given the product CCn1c(=O)oc(=O)c2c(OC)c(OC)ccc21, predict the reactants needed to synthesize it. The reactants are: CCI.COc1ccc2[nH]c(=O)oc(=O)c2c1OC. (5) Given the product NC1CCN(Cc2cc(Br)ccc2OCc2ccc(Cl)cc2)CC1, predict the reactants needed to synthesize it. The reactants are: CC(C)(C)OC(=O)NC1CCN(Cc2cc(Br)ccc2OCc2ccc(Cl)cc2)CC1. (6) Given the product CC(=O)c1cccc(/C=C/C#N)n1, predict the reactants needed to synthesize it. The reactants are: CC(=O)c1cccc(C=O)n1.N#CC=P(c1ccccc1)(c1ccccc1)c1ccccc1. (7) Given the product CC(C)(C)c1nnc(C(=O)Nc2cccc(S(N)(=O)=O)c2)s1, predict the reactants needed to synthesize it. The reactants are: CC(C)(C)c1nnc(C(=O)[O-])s1.Nc1cccc(S(N)(=O)=O)c1. (8) Given the product COC(=O)c1ccc([C@H](C)NC(=O)C2CCN2Cc2ccccc2)cc1, predict the reactants needed to synthesize it. The reactants are: COC(=O)c1ccc([C@H](C)N)cc1.O=C(O)C1CCN1Cc1ccccc1. (9) Given the product FC(F)(F)c1nn(C2CCCCC2)cc1COc1ccc2c(c1)CCN2, predict the reactants needed to synthesize it. The reactants are: CC(C)(C)OC(=O)N1CCc2cc(OCc3cn(C4CCCCC4)nc3C(F)(F)F)ccc21. (10) The reactants are: CC[C@@](C)(Nc1ccnc(-c2c[nH]c3ncccc23)n1)C(=O)O.NCC(F)(F)F. Given the product CC[C@@](C)(Nc1ccnc(-c2c[nH]c3ncccc23)n1)C(=O)NCC(F)(F)F, predict the reactants needed to synthesize it.